Dataset: Catalyst prediction with 721,799 reactions and 888 catalyst types from USPTO. Task: Predict which catalyst facilitates the given reaction. (1) Reactant: [H-].[Na+].[Br:3][C:4]1[N:9]=[C:8]2[NH:10][CH:11]=[CH:12][C:7]2=[C:6]([O:13][CH3:14])[CH:5]=1.[CH3:15][Si:16]([CH3:23])([CH3:22])[CH2:17][CH2:18][O:19][CH2:20]Cl. Product: [Br:3][C:4]1[N:9]=[C:8]2[N:10]([CH2:20][O:19][CH2:18][CH2:17][Si:16]([CH3:23])([CH3:22])[CH3:15])[CH:11]=[CH:12][C:7]2=[C:6]([O:13][CH3:14])[CH:5]=1. The catalyst class is: 49. (2) Reactant: [F:1][C:2]1[CH:7]=[C:6]([S:8][C:9]([F:12])([F:11])[F:10])[CH:5]=[CH:4][C:3]=1[N:13]([CH3:19])[C:14]([NH:16][O:17][CH3:18])=[O:15].C(N(C(C)C)CC)(C)C.[F:29][C:30]1[CH:38]=[CH:37][CH:36]=[C:35]([F:39])[C:31]=1[C:32](Cl)=[O:33].C(OCC)(=O)C. Product: [F:29][C:30]1[CH:38]=[CH:37][CH:36]=[C:35]([F:39])[C:31]=1[C:32]([N:16]([O:17][CH3:18])[C:14]([N:13]([C:3]1[CH:4]=[CH:5][C:6]([S:8][C:9]([F:10])([F:12])[F:11])=[CH:7][C:2]=1[F:1])[CH3:19])=[O:15])=[O:33]. The catalyst class is: 11. (3) The catalyst class is: 33. Reactant: [NH2:1][C:2]1[CH:7]=[CH:6][C:5]([CH2:8][CH2:9][OH:10])=[CH:4][CH:3]=1.[C:11]([O-:14])(=O)[CH3:12].[Na+].Cl[C:17]1[C:30]2[C:29](=[O:31])[C:28]3[C:23](=[C:24]([OH:33])[CH:25]=[CH:26][C:27]=3[OH:32])[C:22](=[O:34])[C:21]=2[C:20](Cl)=[CH:19][CH:18]=1. Product: [OH:10][CH2:9][CH2:8][C:5]1[CH:6]=[CH:7][C:2]([NH:1][C:17]2[C:30]3[C:29](=[O:31])[C:28]4[C:23](=[C:24]([OH:33])[CH:25]=[CH:26][C:27]=4[OH:32])[C:22](=[O:34])[C:21]=3[C:20]([NH:1][C:2]3[CH:7]=[CH:6][C:5]([CH2:12][CH2:11][OH:14])=[CH:4][CH:3]=3)=[CH:19][CH:18]=2)=[CH:3][CH:4]=1. (4) Reactant: [CH:1]([O:5][C:6]1[CH:11]=[CH:10][C:9]([C:12]2[C:17](=[O:18])[N:16]([CH2:19][C:20]3[CH:25]=[CH:24][C:23]([C:26]4[C:27]([C:32]#[N:33])=[CH:28][CH:29]=[CH:30][CH:31]=4)=[CH:22][CH:21]=3)[C:15]([CH2:34][CH2:35][CH3:36])=[N:14][C:13]=2[CH3:37])=[CH:8][CH:7]=1)([CH2:3][CH3:4])[CH3:2].Cl.[NH2:39]O.[C:41](=[O:44])([O-])[OH:42].[Na+]. Product: [CH:1]([O:5][C:6]1[CH:7]=[CH:8][C:9]([C:12]2[C:17](=[O:18])[N:16]([CH2:19][C:20]3[CH:25]=[CH:24][C:23]([C:26]4[CH:31]=[CH:30][CH:29]=[CH:28][C:27]=4[C:32]4[NH:39][C:41](=[O:44])[O:42][N:33]=4)=[CH:22][CH:21]=3)[C:15]([CH2:34][CH2:35][CH3:36])=[N:14][C:13]=2[CH3:37])=[CH:10][CH:11]=1)([CH2:3][CH3:4])[CH3:2]. The catalyst class is: 148. (5) Reactant: [F:1][C:2]([F:23])([F:22])[C:3]1[CH:17]=[C:16]([C:18]([F:21])([F:20])[F:19])[C:6]2[NH:7][C:8]([CH2:10][C:11]([O:13]CC)=[O:12])=[N:9][C:5]=2[CH:4]=1.C1COCC1.O.[OH-].[Li+:31]. Product: [F:23][C:2]([F:1])([F:22])[C:3]1[CH:17]=[C:16]([C:18]([F:21])([F:20])[F:19])[C:6]2[NH:7][C:8]([CH2:10][C:11]([O-:13])=[O:12])=[N:9][C:5]=2[CH:4]=1.[Li+:31]. The catalyst class is: 1. (6) Reactant: C([O:8][C:9]1[CH:10]=[C:11]([CH:21]=[C:22]([O:24][C@H:25]([CH3:29])[CH2:26][O:27][CH3:28])[CH:23]=1)[C:12]([NH:14][C:15]1[CH:19]=[CH:18][N:17]([CH3:20])[N:16]=1)=[O:13])C1C=CC=CC=1. Product: [OH:8][C:9]1[CH:10]=[C:11]([CH:21]=[C:22]([O:24][C@H:25]([CH3:29])[CH2:26][O:27][CH3:28])[CH:23]=1)[C:12]([NH:14][C:15]1[CH:19]=[CH:18][N:17]([CH3:20])[N:16]=1)=[O:13]. The catalyst class is: 8. (7) Reactant: [O:1]1[C:5]2[CH:6]=[CH:7][C:8]([OH:10])=[CH:9][C:4]=2[CH:3]=[CH:2]1.[H-].[Na+].[CH2:13]([O:15][CH2:16]Cl)[CH3:14].O. Product: [CH2:13]([O:15][CH2:16][O:10][C:8]1[CH:7]=[CH:6][C:5]2[O:1][CH:2]=[CH:3][C:4]=2[CH:9]=1)[CH3:14]. The catalyst class is: 3. (8) Reactant: Cl[C:2]1[CH:3]=[CH:4][C:5]2[N:6]([C:8]([C:11]3[CH:16]=[CH:15][CH:14]=[C:13]([O:17][C:18]([F:21])([F:20])[F:19])[CH:12]=3)=[CH:9][N:10]=2)[N:7]=1.[CH2:22]([N:24]1[CH2:29][CH2:28][CH:27]([CH2:30][NH2:31])[CH2:26][CH2:25]1)[CH3:23].CC(C)([O-])C.[Na+].C1C=CC(P(C2C(C3C(P(C4C=CC=CC=4)C4C=CC=CC=4)=CC=C4C=3C=CC=C4)=C3C(C=CC=C3)=CC=2)C2C=CC=CC=2)=CC=1. Product: [CH2:22]([N:24]1[CH2:29][CH2:28][CH:27]([CH2:30][NH:31][C:2]2[CH:3]=[CH:4][C:5]3[N:6]([C:8]([C:11]4[CH:16]=[CH:15][CH:14]=[C:13]([O:17][C:18]([F:21])([F:20])[F:19])[CH:12]=4)=[CH:9][N:10]=3)[N:7]=2)[CH2:26][CH2:25]1)[CH3:23]. The catalyst class is: 101.